From a dataset of Forward reaction prediction with 1.9M reactions from USPTO patents (1976-2016). Predict the product of the given reaction. (1) Given the reactants [H-].[Al+3].[Li+].[H-].[H-].[H-].[Cl:7][C:8]1[CH:13]=[C:12]([Cl:14])[CH:11]=[CH:10][C:9]=1[CH2:15][CH2:16][CH2:17][O:18][C:19]1[C:20]2[N:21]([C:25]([C:29](OCC)=[O:30])=[C:26]([CH3:28])[N:27]=2)[CH:22]=[CH:23][CH:24]=1.S([O-])([O-])(=O)=O.[Na+].[Na+], predict the reaction product. The product is: [ClH:7].[Cl:7][C:8]1[CH:13]=[C:12]([Cl:14])[CH:11]=[CH:10][C:9]=1[CH2:15][CH2:16][CH2:17][O:18][C:19]1[C:20]2[N:21]([C:25]([CH2:29][OH:30])=[C:26]([CH3:28])[N:27]=2)[CH:22]=[CH:23][CH:24]=1. (2) Given the reactants [Cl:1][C:2]1[C:6]([NH:7][C:8](=[O:13])[CH2:9][CH2:10][S:11][CH3:12])=[CH:5][N:4]([C:14]2[CH:15]=[N:16][CH:17]=[CH:18][CH:19]=2)[N:3]=1.[CH3:20][CH:21]([CH2:25][S:26][CH3:27])[C:22](Cl)=[O:23], predict the reaction product. The product is: [Cl:1][C:2]1[C:6]([N:7]([C:8](=[O:13])[CH2:9][CH2:10][S:11][CH3:12])[C:22](=[O:23])[CH:21]([CH3:20])[CH2:25][S:26][CH3:27])=[CH:5][N:4]([C:14]2[CH:15]=[N:16][CH:17]=[CH:18][CH:19]=2)[N:3]=1. (3) Given the reactants [CH3:1][Si:2]([CH3:13])([CH3:12])[C:3]1[CH:4]=[C:5]2[CH2:11][CH2:10][NH:9][C:6]2=[N:7][CH:8]=1, predict the reaction product. The product is: [CH3:1][Si:2]([CH3:13])([CH3:12])[C:3]1[CH:4]=[C:5]2[CH:11]=[CH:10][NH:9][C:6]2=[N:7][CH:8]=1. (4) Given the reactants [CH3:1][N:2]1[C:7](=[O:8])[C:6]([NH:9][C:10]2[CH:18]=[C:13]3[CH2:14][O:15][CH2:16][CH2:17][N:12]3[N:11]=2)=[CH:5][C:4]([C:19]2[C:24]([CH:25]=[O:26])=[C:23]([N:27]3[CH2:38][CH2:37][N:36]4[C:29](=[CH:30][C:31]5[CH2:32][C:33]([CH3:40])([CH3:39])[CH2:34][C:35]=54)[C:28]3=[O:41])[N:22]=[CH:21][CH:20]=2)=[CH:3]1.[BH4-].[Na+], predict the reaction product. The product is: [N:11]1[N:12]2[C:13]([CH2:14][O:15][CH2:16][CH2:17]2)=[CH:18][C:10]=1[NH:9][C:6]1[C:7](=[O:8])[N:2]([CH3:1])[CH:3]=[C:4]([C:19]2[CH:20]=[CH:21][N:22]=[C:23]([N:27]3[CH2:38][CH2:37][N:36]4[C:35]5[CH2:34][C:33]([CH3:40])([CH3:39])[CH2:32][C:31]=5[CH:30]=[C:29]4[C:28]3=[O:41])[C:24]=2[CH2:25][OH:26])[CH:5]=1. (5) Given the reactants O.[OH-].[Li+].C(OP([CH:12]1[C:21](=[O:22])[N:20]2[C@H:15]([CH2:16][CH2:17][CH2:18][C@H:19]2[C:23]2[CH:28]=[CH:27][C:26]([C:29]([O:31][CH3:32])=[O:30])=[CH:25][CH:24]=2)[CH2:14][CH2:13]1)(=O)OCC)C.[CH3:33][O:34][C:35]1[CH:36]=[C:37]([CH:40]=[CH:41][C:42]=1[N:43]1[CH:47]=[C:46]([CH3:48])[N:45]=[CH:44]1)[CH:38]=O.C(OCC)(=O)C, predict the reaction product. The product is: [CH3:33][O:34][C:35]1[CH:36]=[C:37]([CH:40]=[CH:41][C:42]=1[N:43]1[CH:47]=[C:46]([CH3:48])[N:45]=[CH:44]1)/[CH:38]=[C:12]1/[C:21](=[O:22])[N:20]2[C@@H:15]([CH2:14][CH2:13]/1)[CH2:16][CH2:17][CH2:18][C@H:19]2[C:23]1[CH:24]=[CH:25][C:26]([C:29]([O:31][CH3:32])=[O:30])=[CH:27][CH:28]=1.